Dataset: Forward reaction prediction with 1.9M reactions from USPTO patents (1976-2016). Task: Predict the product of the given reaction. (1) Given the reactants I[C:2]1[N:9]2[C:5]([S:6][C:7]([C:10]3[CH:15]=[CH:14][CH:13]=[C:12]([S:16]([N:19]4[CH2:24][CH2:23][O:22][CH2:21][CH2:20]4)(=[O:18])=[O:17])[CH:11]=3)=[N:8]2)=[N:4][CH:3]=1.CC1(C)C(C)(C)OB([C:33]2[CH:34]=[C:35]([C:40]([F:43])([F:42])[F:41])[C:36]([NH2:39])=[N:37][CH:38]=2)O1.C([O-])([O-])=O.[K+].[K+], predict the reaction product. The product is: [N:19]1([S:16]([C:12]2[CH:11]=[C:10]([C:7]3[S:6][C:5]4=[N:4][CH:3]=[C:2]([C:33]5[CH:34]=[C:35]([C:40]([F:43])([F:42])[F:41])[C:36]([NH2:39])=[N:37][CH:38]=5)[N:9]4[N:8]=3)[CH:15]=[CH:14][CH:13]=2)(=[O:18])=[O:17])[CH2:24][CH2:23][O:22][CH2:21][CH2:20]1. (2) Given the reactants [NH2:1][C:2]1[CH:7]=[CH:6][C:5]([C:8]([N:10]2[CH2:15][CH2:14][N:13]([CH2:16][C:17]3[CH:22]=[CH:21][C:20]([C:23]([OH:32])([C:28]([F:31])([F:30])[F:29])[C:24]([F:27])([F:26])[F:25])=[CH:19][CH:18]=3)[CH2:12][CH2:11]2)=[O:9])=[CH:4][C:3]=1[F:33].[CH:34]([N:37]([CH2:41]C)C(C)C)([CH3:36])[CH3:35].ClC(Cl)([O:46]C(=O)OC(Cl)(Cl)Cl)Cl.C(N)(C)C, predict the reaction product. The product is: [F:33][C:3]1[CH:4]=[C:5]([C:8]([N:10]2[CH2:11][CH2:12][N:13]([CH2:16][C:17]3[CH:22]=[CH:21][C:20]([C:23]([OH:32])([C:24]([F:25])([F:26])[F:27])[C:28]([F:30])([F:31])[F:29])=[CH:19][CH:18]=3)[CH2:14][CH2:15]2)=[O:9])[CH:6]=[CH:7][C:2]=1[NH:1][C:41]([NH:37][CH:34]([CH3:36])[CH3:35])=[O:46]. (3) Given the reactants [CH2:1]([O:8][C:9]1[CH:14]=[CH:13][C:12]([CH2:15][C:16](Cl)=[N:17][OH:18])=[CH:11][CH:10]=1)[C:2]1[CH:7]=[CH:6][CH:5]=[CH:4][CH:3]=1.O1CCCC1.[C:25]([C:27]1[C:28]([NH2:36])=[N:29][C:30]([CH2:33][O:34][CH3:35])=[CH:31][CH:32]=1)#[CH:26].C(N(CC)CC)C, predict the reaction product. The product is: [CH2:1]([O:8][C:9]1[CH:14]=[CH:13][C:12]([CH2:15][C:16]2[CH:26]=[C:25]([C:27]3[C:28]([NH2:36])=[N:29][C:30]([CH2:33][O:34][CH3:35])=[CH:31][CH:32]=3)[O:18][N:17]=2)=[CH:11][CH:10]=1)[C:2]1[CH:7]=[CH:6][CH:5]=[CH:4][CH:3]=1. (4) Given the reactants COCCO[AlH2-]OCCOC.[Na+].[CH2:13]([N:20]1[C:25](=O)[CH:24]2[CH:22]([CH2:23]2)[C:21]1=O)[C:14]1[CH:19]=[CH:18][CH:17]=[CH:16][CH:15]=1.O, predict the reaction product. The product is: [CH2:13]([N:20]1[CH2:21][CH:22]2[CH:24]([CH2:23]2)[CH2:25]1)[C:14]1[CH:15]=[CH:16][CH:17]=[CH:18][CH:19]=1. (5) Given the reactants [C:1]([O:4][C@H:5]1[C@@H:11]([O:12][C:13](=[O:15])[CH3:14])[C@H:10]([O:16][C:17](=[O:19])[CH3:18])[C@@H:9]([CH2:20][O:21][C:22](=[O:24])[CH3:23])[O:8][C@@H:6]1[OH:7])(=[O:3])[CH3:2].[Cl:25][C:26]([Cl:30])([Cl:29])[C:27]#[N:28].C(=O)([O-])[O-].[Cs+].[Cs+], predict the reaction product. The product is: [Cl:25][C:26]([Cl:30])([Cl:29])[C:27](=[NH:28])[O:7][C@H:6]1[O:8][C@H:9]([CH2:20][O:21][C:22](=[O:24])[CH3:23])[C@@H:10]([O:16][C:17](=[O:19])[CH3:18])[C@H:11]([O:12][C:13](=[O:15])[CH3:14])[C@@H:5]1[O:4][C:1](=[O:3])[CH3:2]. (6) Given the reactants C1(P(C2C=CC=CC=2)C2C=CC=CC=2)C=CC=CC=1.BrN1C(=O)CCC1=O.[CH:28]1([C:31]2[CH:32]=[C:33](/[C:43](=[CH:47]\[C@H:48]3[CH2:68][CH2:67][C:50]4(O[C@H](C5C=CC=CC=5)[C@@H](C5C=CC=CC=5)[O:51]4)[CH2:49]3)/[C:44](O)=[O:45])[CH:34]=[CH:35][C:36]=2[S:37]([CH:40]2[CH2:42][CH2:41]2)(=[O:39])=[O:38])[CH2:30][CH2:29]1.[NH2:69][C:70]1[S:71][C:72]2[C:77]([N:78]=1)=[CH:76][CH:75]=[C:74]([O:79][CH2:80][C:81]([O:83]CC)=O)[N:73]=2.C(=O)(O)[O-].[Na+], predict the reaction product. The product is: [CH:28]1([C:31]2[CH:32]=[C:33](/[C:43](=[CH:47]\[C@H:48]3[CH2:68][CH2:67][C:50](=[O:51])[CH2:49]3)/[C:44]([NH:69][C:70]3[S:71][C:72]4[C:77]([N:78]=3)=[CH:76][CH:75]=[C:74]([O:79][CH2:80][CH2:81][OH:83])[N:73]=4)=[O:45])[CH:34]=[CH:35][C:36]=2[S:37]([CH:40]2[CH2:42][CH2:41]2)(=[O:39])=[O:38])[CH2:29][CH2:30]1. (7) Given the reactants Cl.[Cl:2][C:3]1[CH:8]=[CH:7][C:6]([CH:9]2[N:13]([C:14]3[CH:19]=[CH:18][C:17]([Cl:20])=[CH:16][C:15]=3[Cl:21])[N:12]=[C:11]([C:22]([NH:24][N:25]3[CH2:30][CH2:29][CH2:28][CH2:27][CH2:26]3)=[O:23])[CH2:10]2)=[CH:5][CH:4]=1, predict the reaction product. The product is: [ClH:2].[Cl:2][C:3]1[CH:8]=[CH:7][C:6]([CH:9]2[N:13]([C:14]3[CH:19]=[CH:18][C:17]([Cl:20])=[CH:16][C:15]=3[Cl:21])[N:12]=[C:11]([C:22]([NH:24][N:25]3[CH2:26][CH2:27][CH2:28][CH2:29][CH2:30]3)=[O:23])[CH2:10]2)=[CH:5][CH:4]=1. (8) Given the reactants [F:1][C:2]1[CH:3]=[C:4]([CH:8]=[CH:9][C:10]=1[N+:11]([O-:13])=[O:12])[C:5](O)=[O:6].S(Cl)([Cl:16])=O, predict the reaction product. The product is: [F:1][C:2]1[CH:3]=[C:4]([CH:8]=[CH:9][C:10]=1[N+:11]([O-:13])=[O:12])[C:5]([Cl:16])=[O:6]. (9) Given the reactants [OH-].[Na+:2].CC(OC([O:10][C:11]1[CH:16]=[C:15]([N:17]2[CH2:22][CH2:21][O:20][CH2:19][CH2:18]2)[N:14]=[C:13]([CH:23]([CH3:29])[C:24]([O:26]CC)=[O:25])[N:12]=1)=O)(C)C, predict the reaction product. The product is: [N:17]1([C:15]2[N:14]=[C:13]([CH:23]([CH3:29])[C:24]([O-:26])=[O:25])[NH:12][C:11](=[O:10])[CH:16]=2)[CH2:18][CH2:19][O:20][CH2:21][CH2:22]1.[Na+:2]. (10) Given the reactants O.[CH3:2][N:3]1[CH2:7][CH2:6][CH2:5][C@H:4]1[C:8]([OH:10])=O.C1CN([P+](ON2N=NC3C=CC=CC2=3)(N2CCCC2)N2CCCC2)CC1.F[P-](F)(F)(F)(F)F.CCN(C(C)C)C(C)C.[NH2:53][C:54]1[CH:55]=[C:56]([C:60]2[N:69]=[C:68]([NH:70][C:71]3[CH:72]=[C:73]4[C:77](=[CH:78][CH:79]=3)[N:76]([C:80]([O:82][C:83]([CH3:86])([CH3:85])[CH3:84])=[O:81])[N:75]=[CH:74]4)[C:67]3[C:62](=[CH:63][CH:64]=[CH:65][CH:66]=3)[N:61]=2)[CH:57]=[CH:58][CH:59]=1, predict the reaction product. The product is: [CH3:2][N:3]1[CH2:7][CH2:6][CH2:5][C@H:4]1[C:8]([NH:53][C:54]1[CH:55]=[C:56]([C:60]2[N:69]=[C:68]([NH:70][C:71]3[CH:72]=[C:73]4[C:77](=[CH:78][CH:79]=3)[N:76]([C:80]([O:82][C:83]([CH3:86])([CH3:85])[CH3:84])=[O:81])[N:75]=[CH:74]4)[C:67]3[C:62](=[CH:63][CH:64]=[CH:65][CH:66]=3)[N:61]=2)[CH:57]=[CH:58][CH:59]=1)=[O:10].